From a dataset of Peptide-MHC class II binding affinity with 134,281 pairs from IEDB. Regression. Given a peptide amino acid sequence and an MHC pseudo amino acid sequence, predict their binding affinity value. This is MHC class II binding data. The peptide sequence is FMRMAWGGSYIALDS. The MHC is DRB4_0101 with pseudo-sequence DRB4_0103. The binding affinity (normalized) is 0.147.